Dataset: Full USPTO retrosynthesis dataset with 1.9M reactions from patents (1976-2016). Task: Predict the reactants needed to synthesize the given product. Given the product [ClH:11].[CH2:2]([CH:1]1[N:25]([C:16]2[CH:17]=[C:18]([C:21]([CH3:22])([CH3:23])[CH3:24])[CH:19]=[CH:20][C:15]=2[O:14][CH3:13])[C:26]([NH2:27])=[N:28][C:29]([NH2:31])=[N:30]1)[CH2:3][CH2:4][CH2:5][CH2:6][CH2:7][CH2:8][CH3:9], predict the reactants needed to synthesize it. The reactants are: [CH:1](=O)[CH2:2][CH2:3][CH2:4][CH2:5][CH2:6][CH2:7][CH2:8][CH3:9].[ClH:11].Cl.[CH3:13][O:14][C:15]1[CH:20]=[CH:19][C:18]([C:21]([CH3:24])([CH3:23])[CH3:22])=[CH:17][C:16]=1[NH:25][C:26]([NH:28][C:29]([NH2:31])=[NH:30])=[NH:27].